This data is from Forward reaction prediction with 1.9M reactions from USPTO patents (1976-2016). The task is: Predict the product of the given reaction. (1) Given the reactants [C:1]([CH:5]1[CH2:10][CH2:9][CH:8]([CH:11]2[NH:17][CH2:16][CH2:15][CH2:14][N:13]3[CH:18]=[CH:19][CH:20]=[C:12]23)[CH2:7][CH2:6]1)([CH3:4])([CH3:3])[CH3:2].[F:21][C:22]1[CH:23]=[C:24]([N:29]=[C:30]=[O:31])[CH:25]=[CH:26][C:27]=1[F:28], predict the reaction product. The product is: [C:1]([CH:5]1[CH2:6][CH2:7][CH:8]([CH:11]2[N:17]([C:30]([NH:29][C:24]3[CH:25]=[CH:26][C:27]([F:28])=[C:22]([F:21])[CH:23]=3)=[O:31])[CH2:16][CH2:15][CH2:14][N:13]3[CH:18]=[CH:19][CH:20]=[C:12]23)[CH2:9][CH2:10]1)([CH3:4])([CH3:2])[CH3:3]. (2) Given the reactants [Cl:1][C:2]1[CH:3]=[C:4]([C:12]2[O:16][N:15]=[C:14]([C:17]3[CH:25]=[CH:24][C:23]([CH2:26][CH2:27][C:28]([O:30]CC)=[O:29])=[C:22]4[C:18]=3[CH:19]=[CH:20][N:21]4[CH3:33])[N:13]=2)[CH:5]=[CH:6][C:7]=1[O:8][CH:9]([CH3:11])[CH3:10].[OH-].[Na+].Cl, predict the reaction product. The product is: [Cl:1][C:2]1[CH:3]=[C:4]([C:12]2[O:16][N:15]=[C:14]([C:17]3[CH:25]=[CH:24][C:23]([CH2:26][CH2:27][C:28]([OH:30])=[O:29])=[C:22]4[C:18]=3[CH:19]=[CH:20][N:21]4[CH3:33])[N:13]=2)[CH:5]=[CH:6][C:7]=1[O:8][CH:9]([CH3:11])[CH3:10].